The task is: Predict which catalyst facilitates the given reaction.. This data is from Catalyst prediction with 721,799 reactions and 888 catalyst types from USPTO. (1) Reactant: [CH:1]1([S:4]([C:7]2[CH:12]=[CH:11][C:10]([CH:13]([CH2:24][CH:25]3[CH2:30][CH2:29][O:28][CH2:27][CH2:26]3)[C:14]([NH:16][C:17]3[S:18][C:19]([CH:22]=O)=[CH:20][N:21]=3)=[O:15])=[CH:9][CH:8]=2)(=[O:6])=[O:5])[CH2:3][CH2:2]1.[NH2:31]O.Cl.CC(OC(C)=O)=O. Product: [C:22]([C:19]1[S:18][C:17]([NH:16][C:14](=[O:15])[CH:13]([C:10]2[CH:11]=[CH:12][C:7]([S:4]([CH:1]3[CH2:3][CH2:2]3)(=[O:5])=[O:6])=[CH:8][CH:9]=2)[CH2:24][CH:25]2[CH2:30][CH2:29][O:28][CH2:27][CH2:26]2)=[N:21][CH:20]=1)#[N:31]. The catalyst class is: 17. (2) Reactant: [N:1]1[N:2]=[C:3]([C:10]2[CH:19]=[CH:18][C:17]3[C:12](=[C:13]([O:20][C@H:21]4[CH2:26][CH2:25][N:24]([C:27]([O:29][C:30]([CH3:33])([CH3:32])[CH3:31])=[O:28])[C@H:23]([C:34](O)=[O:35])[CH2:22]4)[CH:14]=[CH:15][CH:16]=3)[N:11]=2)[N:4]2[CH:9]=[CH:8][CH:7]=[CH:6][C:5]=12.C[CH2:38][N:39]=[C:40]=NCCCN(C)C.C1C=CC2N(O)N=NC=2C=1.C(N(CC)CC)C.CNC. Product: [N:1]1[N:2]=[C:3]([C:10]2[CH:19]=[CH:18][C:17]3[C:12](=[C:13]([O:20][C@H:21]4[CH2:26][CH2:25][N:24]([C:27]([O:29][C:30]([CH3:33])([CH3:31])[CH3:32])=[O:28])[C@H:23]([C:34](=[O:35])[N:39]([CH3:40])[CH3:38])[CH2:22]4)[CH:14]=[CH:15][CH:16]=3)[N:11]=2)[N:4]2[CH:9]=[CH:8][CH:7]=[CH:6][C:5]=12. The catalyst class is: 91. (3) Reactant: [Cl:1][C:2]1[N:10]=[C:9]([Cl:11])[CH:8]=[CH:7][C:3]=1[C:4](O)=[O:5].B.O1CCCC1.O.C(=O)([O-])[O-].[K+].[K+]. Product: [Cl:1][C:2]1[C:3]([CH2:4][OH:5])=[CH:7][CH:8]=[C:9]([Cl:11])[N:10]=1. The catalyst class is: 54. (4) Reactant: [F:1][C:2]([F:35])([F:34])[C:3]1[CH:4]=[C:5]([C:16]2[O:20][N:19]=[C:18]([C:21]3[CH:29]=[CH:28][CH:27]=[C:26]4[C:22]=3[CH:23]=[CH:24][N:25]4[CH2:30][C:31](O)=[O:32])[N:17]=2)[CH:6]=[CH:7][C:8]=1[O:9][C@@H:10]([CH3:15])[C:11]([F:14])([F:13])[F:12].C1N=CN(C(N2C=NC=C2)=O)C=1.[CH3:48][S:49]([NH2:52])(=[O:51])=[O:50].O. Product: [CH3:48][S:49]([NH:52][C:31](=[O:32])[CH2:30][N:25]1[C:26]2[C:22](=[C:21]([C:18]3[N:17]=[C:16]([C:5]4[CH:6]=[CH:7][C:8]([O:9][C@@H:10]([CH3:15])[C:11]([F:12])([F:13])[F:14])=[C:3]([C:2]([F:34])([F:1])[F:35])[CH:4]=4)[O:20][N:19]=3)[CH:29]=[CH:28][CH:27]=2)[CH:23]=[CH:24]1)(=[O:51])=[O:50]. The catalyst class is: 3.